This data is from Reaction yield outcomes from USPTO patents with 853,638 reactions. The task is: Predict the reaction yield, written as a fraction of the theoretical maximum amount of product (1.0 means a 100% yield; for example, 0.34 means a 34% yield). (1) The reactants are Cl[C:2]1[N:7]=[C:6]([C:8]2[S:12][C:11]([C:13]([CH3:16])([CH3:15])[CH3:14])=[N:10][C:9]=2[C:17]2[C:18]([F:24])=[C:19]([CH:21]=[CH:22][CH:23]=2)[NH2:20])[CH:5]=[CH:4][N:3]=1.[NH4+:25].[OH-].O1CCOCC1. The catalyst is O. The product is [NH2:20][C:19]1[C:18]([F:24])=[C:17]([C:9]2[N:10]=[C:11]([C:13]([CH3:16])([CH3:15])[CH3:14])[S:12][C:8]=2[C:6]2[CH:5]=[CH:4][N:3]=[C:2]([NH2:25])[N:7]=2)[CH:23]=[CH:22][CH:21]=1. The yield is 0.830. (2) The reactants are C([O:3][C:4]([CH:6]1[C@H:13]2[CH2:14][CH:8]([CH2:9][CH2:10][CH2:11][CH2:12]2)[N:7]1[S:15]([C:18]1[CH:27]=[CH:26][C:25]2[C:20](=[CH:21][CH:22]=[CH:23][CH:24]=2)[CH:19]=1)(=[O:17])=[O:16])=[O:5])C.[OH-].[Li+]. The catalyst is O1CCCC1.O. The product is [CH:19]1[C:20]2[C:25](=[CH:24][CH:23]=[CH:22][CH:21]=2)[CH:26]=[CH:27][C:18]=1[S:15]([N:7]1[CH:6]([C:4]([OH:5])=[O:3])[C@H:13]2[CH2:14][CH:8]1[CH2:9][CH2:10][CH2:11][CH2:12]2)(=[O:17])=[O:16]. The yield is 0.980. (3) The reactants are [F:1][C@H:2]1[CH2:18][C@@H:17]2[C@:9]([F:28])([C@@H:10]([OH:27])[CH2:11][C@@:12]3([CH3:26])[C@H:16]2[CH2:15][CH:14]=[C:13]3[C:19](=[O:25])[CH2:20][O:21]C(=O)C)[C@:8]2([CH3:29])[C:3]1=[CH:4][C:5](=[O:30])[CH:6]=[CH:7]2. The catalyst is C(O)C. The product is [F:1][C@H:2]1[CH2:18][C@@H:17]2[C@:9]([F:28])([C@@H:10]([OH:27])[CH2:11][C@@:12]3([CH3:26])[C@H:16]2[CH2:15][CH:14]=[C:13]3[C:19](=[O:25])[CH2:20][OH:21])[C@:8]2([CH3:29])[C:3]1=[CH:4][C:5](=[O:30])[CH:6]=[CH:7]2. The yield is 0.706. (4) The reactants are Cl[C:2]1[N:7]=[CH:6][N:5]=[C:4]([NH:8][C:9]2[CH:14]=[CH:13][CH:12]=[C:11]([O:15][C:16]3[CH:21]=[CH:20][CH:19]=[CH:18][CH:17]=3)[CH:10]=2)[CH:3]=1.[NH2:22][C:23]1[CH:28]=[CH:27][CH:26]=[C:25]([NH2:29])[CH:24]=1.Cl. The catalyst is C(O)CCC. The product is [NH2:22][C:23]1[CH:24]=[C:25]([NH:29][C:2]2[CH:3]=[C:4]([NH:8][C:9]3[CH:14]=[CH:13][CH:12]=[C:11]([O:15][C:16]4[CH:21]=[CH:20][CH:19]=[CH:18][CH:17]=4)[CH:10]=3)[N:5]=[CH:6][N:7]=2)[CH:26]=[CH:27][CH:28]=1. The yield is 0.320. (5) The reactants are [N:1]1([C:7]2[CH:12]=[CH:11][N:10]=[C:9]3[NH:13][CH:14]=[C:15]([NH:16][C:17](=[O:21])[CH2:18][CH2:19][CH3:20])[C:8]=23)[CH2:6][CH2:5][NH:4][CH2:3][CH2:2]1.[C:22]([O:26][C:27]([N:29]([CH:42]([CH3:44])[CH3:43])[CH2:30][C@H:31]([C:35]1[CH:40]=[CH:39][C:38]([Cl:41])=[CH:37][CH:36]=1)[C:32](O)=[O:33])=[O:28])([CH3:25])([CH3:24])[CH3:23].C1C=CC2N(O)N=NC=2C=1.O.CCN=C=NCCCN(C)C.CCN(C(C)C)C(C)C.C([O-])([O-])=O.[Na+].[Na+]. The catalyst is C(Cl)Cl. The product is [C:17]([NH:16][C:15]1[C:8]2[C:9](=[N:10][CH:11]=[CH:12][C:7]=2[N:1]2[CH2:6][CH2:5][N:4]([C:32](=[O:33])[C@@H:31]([C:35]3[CH:36]=[CH:37][C:38]([Cl:41])=[CH:39][CH:40]=3)[CH2:30][N:29]([CH:42]([CH3:44])[CH3:43])[C:27](=[O:28])[O:26][C:22]([CH3:25])([CH3:23])[CH3:24])[CH2:3][CH2:2]2)[NH:13][CH:14]=1)(=[O:21])[CH2:18][CH2:19][CH3:20]. The yield is 0.470. (6) The reactants are [Br:1]N1C(=O)CCC1=O.[O:9]=[C:10]1[N:18]2[C:19]([CH2:28][NH:29][C:30](=[O:32])[CH3:31])([C:22]3[CH:27]=[CH:26][CH:25]=[CH:24][N:23]=3)[CH2:20][O:21][C:16]3=[C:17]2[C:12](=[CH:13][CH:14]=[CH:15]3)[NH:11]1. The catalyst is C(#N)C.C(O)(=O)C. The product is [Br:1][C:15]1[C:16]2[O:21][CH2:20][C:19]([CH2:28][NH:29][C:30](=[O:32])[CH3:31])([C:22]3[CH:27]=[CH:26][CH:25]=[CH:24][N:23]=3)[N:18]3[C:10](=[O:9])[NH:11][C:12]([C:17]=23)=[CH:13][CH:14]=1. The yield is 0.600. (7) The reactants are B.[CH3:2][C:3]1([CH3:14])[CH2:8][CH:7]([C:9](O)=[O:10])[CH2:6][C:5]([CH3:13])([CH3:12])[NH:4]1.Cl.C(=O)([O-])[O-].[K+].[K+]. The yield is 0.700. The product is [CH3:2][C:3]1([CH3:14])[CH2:8][CH:7]([CH2:9][OH:10])[CH2:6][C:5]([CH3:13])([CH3:12])[NH:4]1. The catalyst is O1CCCC1.